From a dataset of Full USPTO retrosynthesis dataset with 1.9M reactions from patents (1976-2016). Predict the reactants needed to synthesize the given product. (1) The reactants are: [NH2:1][CH2:2][CH2:3][N:4]1[C:12]2[C:7](=[CH:8][CH:9]=[CH:10][CH:11]=2)[C:6]2([C:16]3=[CH:17][C:18]4[O:22][CH2:21][O:20][C:19]=4[CH:23]=[C:15]3[O:14][CH2:13]2)[C:5]1=[O:24].[F:25][C:26]1[CH:31]=[CH:30][C:29]([N:32]=[C:33]=[O:34])=[CH:28][CH:27]=1. Given the product [F:25][C:26]1[CH:31]=[CH:30][C:29]([NH:32][C:33]([NH:1][CH2:2][CH2:3][N:4]2[C:12]3[C:7](=[CH:8][CH:9]=[CH:10][CH:11]=3)[C:6]3([C:16]4=[CH:17][C:18]5[O:22][CH2:21][O:20][C:19]=5[CH:23]=[C:15]4[O:14][CH2:13]3)[C:5]2=[O:24])=[O:34])=[CH:28][CH:27]=1, predict the reactants needed to synthesize it. (2) Given the product [CH2:1]([O:8][CH2:9][C:10]1([C:22]([OH:24])=[O:23])[CH2:14][CH2:13][CH2:12][N:11]1[C:15]([O:17][C:18]([CH3:19])([CH3:20])[CH3:21])=[O:16])[C:2]1[CH:3]=[CH:4][CH:5]=[CH:6][CH:7]=1, predict the reactants needed to synthesize it. The reactants are: [CH2:1]([O:8][CH2:9][C:10]1([C:22]([O:24]C)=[O:23])[CH2:14][CH2:13][CH2:12][N:11]1[C:15]([O:17][C:18]([CH3:21])([CH3:20])[CH3:19])=[O:16])[C:2]1[CH:7]=[CH:6][CH:5]=[CH:4][CH:3]=1.[OH-].[Na+]. (3) Given the product [C:1]([N:4]([CH2:19][C:20]1[CH:25]=[CH:24][C:23]([Cl:26])=[CH:22][C:21]=1[Cl:27])[C:5]1[CH:14]=[C:13]([C:15]([OH:17])=[O:16])[CH:12]=[CH:11][C:6]=1[C:7]([OH:9])=[O:8])(=[O:3])[CH3:2], predict the reactants needed to synthesize it. The reactants are: [C:1]([N:4]([CH2:19][C:20]1[CH:25]=[CH:24][C:23]([Cl:26])=[CH:22][C:21]=1[Cl:27])[C:5]1[CH:14]=[C:13]([C:15]([O:17]C)=[O:16])[CH:12]=[CH:11][C:6]=1[C:7]([O:9]C)=[O:8])(=[O:3])[CH3:2].[OH-].[Na+].Cl. (4) The reactants are: [NH2:1][CH2:2][C:3]1[CH:10]=[CH:9][C:6]([C:7]#[N:8])=[CH:5][CH:4]=1.[S:11]1[CH:15]=[CH:14][N:13]=[C:12]1[N:16]1[CH:20]=[CH:19][CH:18]=[C:17]1[CH:21]=O. Given the product [S:11]1[CH:15]=[CH:14][N:13]=[C:12]1[N:16]1[CH:20]=[CH:19][CH:18]=[C:17]1[CH2:21][N:8]([CH2:7][C:6]1[CH:9]=[CH:10][C:3]([C:2]#[N:1])=[CH:4][CH:5]=1)[CH2:21][C:17]1[N:16]([C:12]2[S:11][CH:15]=[CH:14][N:13]=2)[CH:20]=[CH:19][CH:18]=1, predict the reactants needed to synthesize it. (5) Given the product [CH3:18][Sn:17]([CH3:20])([CH3:19])[C:2]1[N:6]2[CH:7]=[CH:8][CH:9]=[N:10][C:5]2=[N:4][CH:3]=1, predict the reactants needed to synthesize it. The reactants are: Br[C:2]1[N:6]2[CH:7]=[CH:8][CH:9]=[N:10][C:5]2=[N:4][CH:3]=1.C([Mg]Cl)(C)C.Cl[Sn:17]([CH3:20])([CH3:19])[CH3:18]. (6) Given the product [Cl:1][C:2]1[S:10][C:9]2[S:8](=[O:11])(=[O:12])[NH:7][CH2:6][C:5](=[O:13])[C:4]=2[CH:3]=1, predict the reactants needed to synthesize it. The reactants are: [Cl:1][C:2]1[S:10][C:9]2[S:8](=[O:12])(=[O:11])[NH:7][CH2:6][C@@H:5]([OH:13])[C:4]=2[CH:3]=1.CC(OI1(OC(C)=O)(OC(C)=O)OC(=O)C2C=CC=CC1=2)=O. (7) Given the product [CH2:1]([N:8]1[C:16]2[C:11](=[CH:12][CH:13]=[C:14]([NH:17][C:18]3[CH:27]=[CH:26][C:25]([Cl:28])=[CH:24][C:19]=3[C:20]([OH:22])=[O:21])[CH:15]=2)[CH:10]=[CH:9]1)[C:2]1[CH:3]=[CH:4][CH:5]=[CH:6][CH:7]=1, predict the reactants needed to synthesize it. The reactants are: [CH2:1]([N:8]1[C:16]2[C:11](=[CH:12][CH:13]=[C:14]([NH:17][C:18]3[CH:27]=[CH:26][C:25]([Cl:28])=[CH:24][C:19]=3[C:20]([O:22]C)=[O:21])[CH:15]=2)[CH:10]=[CH:9]1)[C:2]1[CH:7]=[CH:6][CH:5]=[CH:4][CH:3]=1.[OH-].[Na+].O.Cl.